From a dataset of Forward reaction prediction with 1.9M reactions from USPTO patents (1976-2016). Predict the product of the given reaction. (1) Given the reactants [CH:1]1([CH2:4][N:5]2[C:9]3=[N:10][CH:11]=[CH:12][CH:13]=[C:8]3[CH:7]=[C:6]2[C:14]2[N:18]([CH3:19])[C:17]3[C:20](OC)=[CH:21][C:22]([C:24]([O:26][CH3:27])=[O:25])=[CH:23][C:16]=3[N:15]=2)[CH2:3][CH2:2]1.CNC1C=CC(C(OC)=O)=CC=1[N+]([O-])=O.C1(CN2C3=NC=CC=C3C=C2C=O)CC1, predict the reaction product. The product is: [CH:1]1([CH2:4][N:5]2[C:9]3=[N:10][CH:11]=[CH:12][CH:13]=[C:8]3[CH:7]=[C:6]2[C:14]2[N:18]([CH3:19])[C:17]3[CH:20]=[CH:21][C:22]([C:24]([O:26][CH3:27])=[O:25])=[CH:23][C:16]=3[N:15]=2)[CH2:3][CH2:2]1. (2) Given the reactants [CH2:1]([O:8][C:9]1[C:10]([CH2:17]O)=[N:11][C:12]([O:15][CH3:16])=[CH:13][CH:14]=1)[C:2]1[CH:7]=[CH:6][CH:5]=[CH:4][CH:3]=1.CN(C)C.O=S(Cl)[Cl:25], predict the reaction product. The product is: [CH2:1]([O:8][C:9]1[C:10]([CH2:17][Cl:25])=[N:11][C:12]([O:15][CH3:16])=[CH:13][CH:14]=1)[C:2]1[CH:7]=[CH:6][CH:5]=[CH:4][CH:3]=1. (3) Given the reactants [C:1]([O-:4])([O-])=O.[K+].[K+].IC.[CH3:9][O:10][C:11]1[CH:30]=[CH:29][C:14]2[CH2:15][CH:16]3[CH:21]([C:22]4([C:26](=[O:27])[NH:25][C:24](=O)[NH:23]4)[C:13]=2[CH:12]=1)[CH2:20][O:19][CH2:18][CH2:17]3.CN(C)C=O, predict the reaction product. The product is: [CH3:9][O:10][C:11]1[CH:30]=[CH:29][C:14]2[CH2:15][C@@H:16]3[C@@H:21]([C:22]4([C:26](=[O:27])[N:25]([CH3:24])[C:1](=[O:4])[NH:23]4)[C:13]=2[CH:12]=1)[CH2:20][O:19][CH2:18][CH2:17]3. (4) Given the reactants C(N(CC)CC)C.[CH:8]1([CH2:11][N:12]2[C:18](=[O:19])[CH2:17][CH2:16][NH:15][CH:14]([C:20]3[CH:25]=[CH:24][CH:23]=[CH:22][CH:21]=3)[CH2:13]2)[CH2:10][CH2:9]1.[C:26](O[C:26]([O:28][C:29]([CH3:32])([CH3:31])[CH3:30])=[O:27])([O:28][C:29]([CH3:32])([CH3:31])[CH3:30])=[O:27], predict the reaction product. The product is: [CH:8]1([CH2:11][N:12]2[C:18](=[O:19])[CH2:17][CH2:16][N:15]([C:26]([O:28][C:29]([CH3:32])([CH3:31])[CH3:30])=[O:27])[CH:14]([C:20]3[CH:21]=[CH:22][CH:23]=[CH:24][CH:25]=3)[CH2:13]2)[CH2:9][CH2:10]1. (5) Given the reactants [C:1]([O:5][C:6]([NH:8][CH2:9][CH:10]1[CH2:15][CH2:14][CH:13]([CH2:16][NH:17][C:18]2[C:23]([N+:24]([O-:26])=[O:25])=[CH:22][N:21]=[C:20]([NH:27][CH2:28][C:29]3[CH:30]=[C:31]([CH:35]=[CH:36][CH:37]=3)[C:32](O)=[O:33])[N:19]=2)[CH2:12][CH2:11]1)=[O:7])([CH3:4])([CH3:3])[CH3:2].CN(C=O)C.CN(C(ON1N=NC2C=CC=CC1=2)=[N+](C)C)C.[B-](F)(F)(F)F.[C:65]([O:69][C:70](=[O:75])[NH:71][CH2:72][CH2:73][NH2:74])([CH3:68])([CH3:67])[CH3:66], predict the reaction product. The product is: [C:65]([O:69][C:70](=[O:75])[NH:71][CH2:72][CH2:73][NH:74][C:32](=[O:33])[C:31]1[CH:35]=[CH:36][CH:37]=[C:29]([CH2:28][NH:27][C:20]2[N:19]=[C:18]([NH:17][CH2:16][CH:13]3[CH2:12][CH2:11][CH:10]([CH2:9][NH:8][C:6]([O:5][C:1]([CH3:2])([CH3:4])[CH3:3])=[O:7])[CH2:15][CH2:14]3)[C:23]([N+:24]([O-:26])=[O:25])=[CH:22][N:21]=2)[CH:30]=1)([CH3:68])([CH3:66])[CH3:67].